From a dataset of Merck oncology drug combination screen with 23,052 pairs across 39 cell lines. Regression. Given two drug SMILES strings and cell line genomic features, predict the synergy score measuring deviation from expected non-interaction effect. (1) Drug 1: O=C(NOCC(O)CO)c1ccc(F)c(F)c1Nc1ccc(I)cc1F. Drug 2: COC1CC2CCC(C)C(O)(O2)C(=O)C(=O)N2CCCCC2C(=O)OC(C(C)CC2CCC(OP(C)(C)=O)C(OC)C2)CC(=O)C(C)C=C(C)C(O)C(OC)C(=O)C(C)CC(C)C=CC=CC=C1C. Cell line: NCIH23. Synergy scores: synergy=51.7. (2) Synergy scores: synergy=31.6. Cell line: SKOV3. Drug 2: O=C(NOCC(O)CO)c1ccc(F)c(F)c1Nc1ccc(I)cc1F. Drug 1: CC1CC2C3CCC4=CC(=O)C=CC4(C)C3(F)C(O)CC2(C)C1(O)C(=O)CO. (3) Drug 1: Nc1ccn(C2OC(CO)C(O)C2(F)F)c(=O)n1. Drug 2: CS(=O)(=O)CCNCc1ccc(-c2ccc3ncnc(Nc4ccc(OCc5cccc(F)c5)c(Cl)c4)c3c2)o1. Cell line: SW837. Synergy scores: synergy=26.6. (4) Drug 1: CN(C)C(=N)N=C(N)N. Drug 2: Cn1cc(-c2cnn3c(N)c(Br)c(C4CCCNC4)nc23)cn1. Cell line: RPMI7951. Synergy scores: synergy=-2.39.